Dataset: Reaction yield outcomes from USPTO patents with 853,638 reactions. Task: Predict the reaction yield, written as a fraction of the theoretical maximum amount of product (1.0 means a 100% yield; for example, 0.34 means a 34% yield). (1) The reactants are C([O:9][CH2:10][C:11]#[C:12][CH2:13][N:14]1[CH2:19][CH2:18][CH:17]([CH2:20][C:21]2[CH:26]=[CH:25][CH:24]=[CH:23][CH:22]=2)[CH2:16][CH2:15]1)(=O)C1C=CC=CC=1. The catalyst is CO. The product is [CH2:20]([CH:17]1[CH2:16][CH2:15][N:14]([CH2:13][C:12]#[C:11][CH2:10][OH:9])[CH2:19][CH2:18]1)[C:21]1[CH:26]=[CH:25][CH:24]=[CH:23][CH:22]=1. The yield is 0.670. (2) The reactants are C([O:8][C:9]1[CH:20]=[CH:19][C:12]2[C:13](=O)[C:14]([CH3:17])([CH3:16])[O:15][C:11]=2[CH:10]=1)C1C=CC=CC=1.[H][H]. The catalyst is CO.[OH-].[Pd+2].[OH-]. The product is [CH3:16][C:14]1([CH3:17])[CH2:13][C:12]2[CH:19]=[CH:20][C:9]([OH:8])=[CH:10][C:11]=2[O:15]1. The yield is 0.880. (3) The reactants are [CH3:1][C:2]1[C:10]([N+:11]([O-:13])=[O:12])=[CH:9][CH:8]=[CH:7][C:3]=1[C:4]([OH:6])=[O:5].[Br:14]N1C(C)(C)C(=O)N(Br)C1=O. The catalyst is OS(O)(=O)=O. The product is [Br:14][C:8]1[CH:9]=[C:10]([N+:11]([O-:13])=[O:12])[C:2]([CH3:1])=[C:3]([CH:7]=1)[C:4]([OH:6])=[O:5]. The yield is 0.999. (4) The reactants are [NH2:1][C:2]1[C:11]2[C:6](=[C:7](I)[C:8]([F:12])=[CH:9][CH:10]=2)[N:5]=[N:4][C:3]=1[C:14]([NH:16][CH2:17][CH2:18][CH3:19])=[O:15].[CH3:20][O:21][C:22]1[CH:27]=[CH:26][C:25]([O:28][CH3:29])=[CH:24][C:23]=1B(O)O. The catalyst is CCOCC. The product is [NH2:1][C:2]1[C:11]2[C:6](=[C:7]([C:26]3[CH:27]=[C:22]([O:21][CH3:20])[CH:23]=[CH:24][C:25]=3[O:28][CH3:29])[C:8]([F:12])=[CH:9][CH:10]=2)[N:5]=[N:4][C:3]=1[C:14]([NH:16][CH2:17][CH2:18][CH3:19])=[O:15]. The yield is 0.710. (5) The product is [OH:6][C:7]1[CH:8]=[CH:9][CH:10]=[C:11]2[C:16]=1[N:15]([CH2:17][C:18]1[CH:23]=[CH:22][CH:21]=[C:20]([C:24]([N:26]3[CH2:27][CH2:28][N:29]([C:32]4[N:33]=[CH:34][CH:35]=[CH:36][N:37]=4)[CH2:30][CH2:31]3)=[O:25])[CH:19]=1)[C:14](=[O:38])[NH:13][C:12]2=[O:39]. The yield is 0.131. The catalyst is C(Cl)Cl. The reactants are B(Br)(Br)Br.C[O:6][C:7]1[CH:8]=[CH:9][CH:10]=[C:11]2[C:16]=1[N:15]([CH2:17][C:18]1[CH:23]=[CH:22][CH:21]=[C:20]([C:24]([N:26]3[CH2:31][CH2:30][N:29]([C:32]4[N:37]=[CH:36][CH:35]=[CH:34][N:33]=4)[CH2:28][CH2:27]3)=[O:25])[CH:19]=1)[C:14](=[O:38])[NH:13][C:12]2=[O:39].CO.[NH4+].[Cl-]. (6) The reactants are FC(F)(F)C([O:5][CH2:6][CH2:7][CH2:8][N:9]1[C:14](=[O:15])[C:13]2[C:16]([CH2:26][C:27]3[CH:32]=[CH:31][C:30]([Cl:33])=[CH:29][CH:28]=3)=[C:17]([C:19]3[CH:24]=[CH:23][CH:22]=[C:21]([Cl:25])[CH:20]=3)[S:18][C:12]=2[N:11]([CH3:34])[C:10]1=[O:35])=O.O[Li].O. The catalyst is C1COCC1.O.C(Cl)Cl. The product is [Cl:33][C:30]1[CH:29]=[CH:28][C:27]([CH2:26][C:16]2[C:13]3[C:14](=[O:15])[N:9]([CH2:8][CH2:7][CH2:6][OH:5])[C:10](=[O:35])[N:11]([CH3:34])[C:12]=3[S:18][C:17]=2[C:19]2[CH:24]=[CH:23][CH:22]=[C:21]([Cl:25])[CH:20]=2)=[CH:32][CH:31]=1. The yield is 0.481. (7) The yield is 0.690. The reactants are Br[C:2]1[CH:3]=[C:4]([CH:7]=[C:8]([CH2:10][CH2:11][C:12]2[CH:17]=[C:16]([CH3:18])[CH:15]=[C:14]([N:19]3[C:23]([CH3:24])=[CH:22][CH:21]=[C:20]3[CH3:25])[N:13]=2)[CH:9]=1)[C:5]#[N:6].[CH:26]1([NH:29][CH2:30][CH2:31][NH:32][CH3:33])[CH2:28][CH2:27]1. No catalyst specified. The product is [CH:26]1([NH:29][CH2:30][CH2:31][N:32]([CH3:33])[C:2]2[CH:3]=[C:4]([CH:7]=[C:8]([CH2:10][CH2:11][C:12]3[CH:17]=[C:16]([CH3:18])[CH:15]=[C:14]([N:19]4[C:23]([CH3:24])=[CH:22][CH:21]=[C:20]4[CH3:25])[N:13]=3)[CH:9]=2)[C:5]#[N:6])[CH2:28][CH2:27]1. (8) The reactants are [C:1]([O:9][CH2:10][CH2:11][O:12][CH3:13])(=[O:8])[C:2]1[CH:7]=[CH:6][CH:5]=[CH:4][CH:3]=1.[CH3:14][O:15][CH2:16]CO.[CH2:19]([O:23][C:24]1[CH:29]=[CH:28][C:27]([Cl:30])=[CH:26][CH:25]=1)C1OC1. The catalyst is COCCOCCOC. The product is [C:1]([O:9][CH:10]([CH2:19][O:23][C:24]1[CH:25]=[CH:26][C:27]([Cl:30])=[CH:28][CH:29]=1)[CH2:11][O:12][CH2:13][CH2:14][O:15][CH3:16])(=[O:8])[C:2]1[CH:7]=[CH:6][CH:5]=[CH:4][CH:3]=1. The yield is 0.840. (9) The reactants are C([Mg]Cl)CCC.C([Li])CCC.CCCCCC.[Br:18][C:19]1[CH:24]=[CH:23][C:22](Br)=[CH:21][N:20]=1.CN([CH:29]=[O:30])C. The catalyst is C1(C)C=CC=CC=1.C1COCC1. The product is [Br:18][C:19]1[N:20]=[CH:21][C:22]([CH:29]=[O:30])=[CH:23][CH:24]=1. The yield is 0.608.